This data is from Forward reaction prediction with 1.9M reactions from USPTO patents (1976-2016). The task is: Predict the product of the given reaction. Given the reactants [NH2:1][C:2]1[CH:3]=[C:4]([CH:16]=[CH:17][CH:18]=1)[O:5][C:6]1[CH:11]=[CH:10][N:9]=[C:8]2[NH:12][C:13](=[O:15])[NH:14][C:7]=12.[F:19][C:20]1[C:28]([O:29][C:30]([F:33])([F:32])[F:31])=[CH:27][CH:26]=[CH:25][C:21]=1[C:22](Cl)=[O:23], predict the reaction product. The product is: [O:15]=[C:13]1[NH:12][C:8]2=[N:9][CH:10]=[CH:11][C:6]([O:5][C:4]3[CH:3]=[C:2]([NH:1][C:22](=[O:23])[C:21]4[CH:25]=[CH:26][CH:27]=[C:28]([O:29][C:30]([F:31])([F:32])[F:33])[C:20]=4[F:19])[CH:18]=[CH:17][CH:16]=3)=[C:7]2[NH:14]1.